From a dataset of Reaction yield outcomes from USPTO patents with 853,638 reactions. Predict the reaction yield, written as a fraction of the theoretical maximum amount of product (1.0 means a 100% yield; for example, 0.34 means a 34% yield). The reactants are FC(F)(F)C(O)=O.C(OC([N:15]1[CH2:20][CH2:19][CH:18]([N:21]2[CH:25]=[C:24]([C:26]3[C:27]([O:41][C:42]4[CH:47]=[CH:46][C:45]([Cl:48])=[CH:44][C:43]=4[C:49]#[N:50])=[C:28]4[C:33](=[CH:34][CH:35]=3)[N:32]([C:36]([O:38][CH3:39])=[O:37])[C@@H:31]([CH3:40])[CH2:30][CH2:29]4)[CH:23]=[N:22]2)[CH2:17][CH2:16]1)=O)(C)(C)C. The catalyst is ClCCl. The product is [Cl:48][C:45]1[CH:46]=[CH:47][C:42]([O:41][C:27]2[C:26]([C:24]3[CH:23]=[N:22][N:21]([CH:18]4[CH2:19][CH2:20][NH:15][CH2:16][CH2:17]4)[CH:25]=3)=[CH:35][CH:34]=[C:33]3[C:28]=2[CH2:29][CH2:30][C@H:31]([CH3:40])[N:32]3[C:36]([O:38][CH3:39])=[O:37])=[C:43]([C:49]#[N:50])[CH:44]=1. The yield is 0.860.